This data is from Reaction yield outcomes from USPTO patents with 853,638 reactions. The task is: Predict the reaction yield, written as a fraction of the theoretical maximum amount of product (1.0 means a 100% yield; for example, 0.34 means a 34% yield). The reactants are [Br:1][C:2]1[CH:3]=[C:4]2[C:15](=[CH:16][CH:17]=1)[O:14][C:7]1[C:8]([F:13])=[N:9][C:10]([Cl:12])=[CH:11][C:6]=1[C:5]2([NH:21]S(C(C)(C)C)=O)[CH2:18][CH2:19][OH:20]. The catalyst is CO. The product is [NH2:21][C:5]1([CH2:18][CH2:19][OH:20])[C:6]2[CH:11]=[C:10]([Cl:12])[N:9]=[C:8]([F:13])[C:7]=2[O:14][C:15]2[C:4]1=[CH:3][C:2]([Br:1])=[CH:17][CH:16]=2. The yield is 0.880.